The task is: Regression. Given two drug SMILES strings and cell line genomic features, predict the synergy score measuring deviation from expected non-interaction effect.. This data is from NCI-60 drug combinations with 297,098 pairs across 59 cell lines. (1) Drug 1: C1C(C(OC1N2C=C(C(=O)NC2=O)F)CO)O. Drug 2: N.N.Cl[Pt+2]Cl. Cell line: SF-268. Synergy scores: CSS=48.6, Synergy_ZIP=-8.58, Synergy_Bliss=-5.44, Synergy_Loewe=-7.20, Synergy_HSA=-2.69. (2) Drug 1: CN(C)N=NC1=C(NC=N1)C(=O)N. Drug 2: CCC1(C2=C(COC1=O)C(=O)N3CC4=CC5=C(C=CC(=C5CN(C)C)O)N=C4C3=C2)O.Cl. Cell line: U251. Synergy scores: CSS=40.2, Synergy_ZIP=-4.78, Synergy_Bliss=-0.165, Synergy_Loewe=-33.4, Synergy_HSA=1.20. (3) Drug 1: C1CN(CCN1C(=O)CCBr)C(=O)CCBr. Drug 2: COC1=C2C(=CC3=C1OC=C3)C=CC(=O)O2. Cell line: SN12C. Synergy scores: CSS=19.4, Synergy_ZIP=-4.66, Synergy_Bliss=-3.90, Synergy_Loewe=-5.22, Synergy_HSA=-5.72. (4) Drug 1: COC1=C(C=C2C(=C1)N=CN=C2NC3=CC(=C(C=C3)F)Cl)OCCCN4CCOCC4. Drug 2: CCN(CC)CCNC(=O)C1=C(NC(=C1C)C=C2C3=C(C=CC(=C3)F)NC2=O)C. Cell line: HOP-92. Synergy scores: CSS=16.1, Synergy_ZIP=0.327, Synergy_Bliss=2.51, Synergy_Loewe=-2.60, Synergy_HSA=-1.59. (5) Drug 1: CN1CCC(CC1)COC2=C(C=C3C(=C2)N=CN=C3NC4=C(C=C(C=C4)Br)F)OC. Drug 2: CN(CCCl)CCCl.Cl. Cell line: UO-31. Synergy scores: CSS=19.1, Synergy_ZIP=-5.87, Synergy_Bliss=-3.08, Synergy_Loewe=-7.46, Synergy_HSA=-1.66. (6) Drug 1: C1=C(C(=O)NC(=O)N1)F. Drug 2: C1C(C(OC1N2C=NC3=C2NC=NCC3O)CO)O. Cell line: IGROV1. Synergy scores: CSS=42.0, Synergy_ZIP=12.0, Synergy_Bliss=11.7, Synergy_Loewe=5.61, Synergy_HSA=10.8.